Dataset: Catalyst prediction with 721,799 reactions and 888 catalyst types from USPTO. Task: Predict which catalyst facilitates the given reaction. (1) Reactant: C([O:8][C:9]([C@H:11]1[CH2:15][CH2:14][CH2:13][N:12]1[C:16](=[O:42])[CH2:17][CH2:18][N:19]([CH2:23][CH2:24][C:25]([N:27]1[CH2:31][CH2:30][CH2:29][C@@H:28]1[C:32]([O:34]CC1C=CC=CC=1)=[O:33])=[O:26])[CH2:20][CH2:21][CH3:22])=[O:10])C1C=CC=CC=1.[H][H]. Product: [C:32]([C@H:28]1[CH2:29][CH2:30][CH2:31][N:27]1[C:25](=[O:26])[CH2:24][CH2:23][N:19]([CH2:20][CH2:21][CH3:22])[CH2:18][CH2:17][C:16]([N:12]1[CH2:13][CH2:14][CH2:15][C@@H:11]1[C:9]([OH:10])=[O:8])=[O:42])([OH:34])=[O:33]. The catalyst class is: 29. (2) Reactant: [O:1]=[C:2]1[C:7]2=[CH:8][C:9]3[CH:10]=[CH:11][C:12]([C:15](O)=[O:16])=[CH:13][C:14]=3[N:6]2[C:5]2([CH2:20][CH2:19][CH2:18]2)[CH2:4][NH:3]1.CCN=C=NCCCN(C)C.Cl.Cl.[NH:34]1[CH2:39][CH2:38][CH2:37][C@@H:36]([NH:40][C:41](=[O:47])[O:42][C:43]([CH3:46])([CH3:45])[CH3:44])[CH2:35]1. Product: [O:1]=[C:2]1[C:7]2=[CH:8][C:9]3[CH:10]=[CH:11][C:12]([C:15]([N:34]4[CH2:39][CH2:38][CH2:37][C@@H:36]([NH:40][C:41](=[O:47])[O:42][C:43]([CH3:45])([CH3:44])[CH3:46])[CH2:35]4)=[O:16])=[CH:13][C:14]=3[N:6]2[C:5]2([CH2:20][CH2:19][CH2:18]2)[CH2:4][NH:3]1. The catalyst class is: 64.